From a dataset of Full USPTO retrosynthesis dataset with 1.9M reactions from patents (1976-2016). Predict the reactants needed to synthesize the given product. (1) Given the product [OH:26][CH2:27][CH2:28][C:29]1[S:33][CH:32]=[C:31]([CH2:34][N:35]2[CH2:55][CH2:54][C:38]3([O:43][CH2:42][CH2:41][N:40]([C:44]([C:46]4[N:47]=[C:48]([CH:51]([CH3:52])[CH3:53])[S:49][CH:50]=4)=[O:45])[CH2:39]3)[CH2:37][CH2:36]2)[CH:30]=1, predict the reactants needed to synthesize it. The reactants are: [F-].C([N+](CCCC)(CCCC)CCCC)CCC.[Si]([O:26][CH2:27][CH2:28][C:29]1[S:33][CH:32]=[C:31]([CH2:34][N:35]2[CH2:55][CH2:54][C:38]3([O:43][CH2:42][CH2:41][N:40]([C:44]([C:46]4[N:47]=[C:48]([CH:51]([CH3:53])[CH3:52])[S:49][CH:50]=4)=[O:45])[CH2:39]3)[CH2:37][CH2:36]2)[CH:30]=1)(C(C)(C)C)(C)C. (2) Given the product [F:1][C:2]1[CH:7]=[CH:6][C:5]([CH:8]2[C:17]3=[N:31][NH:32][C:19](=[O:20])[C:15]4[CH:14]=[CH:13][CH:12]=[C:11]([C:16]=43)[NH:10][CH:9]2[C:24]2[CH:15]=[C:16]3[C:11](=[CH:12][CH:13]=2)[N:10]=[CH:9][CH:8]=[CH:17]3)=[CH:4][CH:3]=1, predict the reactants needed to synthesize it. The reactants are: [F:1][C:2]1[CH:7]=[CH:6][C:5]([CH:8]2[C:17](=O)[C:16]3[C:15]([C:19](OCC)=[O:20])=[CH:14][CH:13]=[CH:12][C:11]=3[NH:10][CH:9]2[C:24]2N(C)C=CN=2)=[CH:4][CH:3]=1.O.[NH2:31][NH2:32]. (3) Given the product [O-:11][C:9]([C:8]([F:13])([F:12])[F:7])=[O:10].[NH2:1][C:2]1[NH:3][NH+:4]=[CH:5][N:6]=1, predict the reactants needed to synthesize it. The reactants are: [NH2:1][C:2]1[N:6]=[CH:5][NH:4][N:3]=1.[F:7][C:8]([F:13])([F:12])[C:9]([OH:11])=[O:10]. (4) Given the product [CH:18]1([N:7]2[C:6]3[CH:22]=[CH:2][CH:3]=[CH:4][C:5]=3[N:9]=[C:8]2[NH:10][C:11](=[O:17])[CH2:12][C:13]([CH3:15])([CH3:14])[CH3:16])[CH2:19][CH2:20][CH2:21]1, predict the reactants needed to synthesize it. The reactants are: Br[C:2]1[CH:3]=[CH:4][C:5]2[N:9]=[C:8]([NH:10][C:11](=[O:17])[CH2:12][C:13]([CH3:16])([CH3:15])[CH3:14])[N:7]([CH:18]3[CH2:21][CH2:20][CH2:19]3)[C:6]=2[CH:22]=1.CO.C([SiH](CC)CC)C. (5) Given the product [CH2:2]=[C:3]1[CH2:4][C:5]1([C:11]([O:13][CH2:14][CH3:15])=[O:12])[C:6]([O:8][CH2:9][CH3:10])=[O:7], predict the reactants needed to synthesize it. The reactants are: Br[CH2:2][C:3](=[C:5]([C:11]([O:13][CH2:14][CH3:15])=[O:12])[C:6]([O:8][CH2:9][CH3:10])=[O:7])[CH3:4].CC(C)([O-])C.[K+].C(O)(=O)C.